From a dataset of Aqueous solubility values for 9,982 compounds from the AqSolDB database. Regression/Classification. Given a drug SMILES string, predict its absorption, distribution, metabolism, or excretion properties. Task type varies by dataset: regression for continuous measurements (e.g., permeability, clearance, half-life) or binary classification for categorical outcomes (e.g., BBB penetration, CYP inhibition). For this dataset (solubility_aqsoldb), we predict Y. (1) The drug is CC(=O)OCC1CCC(C)=CC1C. The Y is -3.25 log mol/L. (2) The compound is COc1ccccc1N. The Y is -0.944 log mol/L.